Task: Binary Classification. Given a drug SMILES string, predict its activity (active/inactive) in a high-throughput screening assay against a specified biological target.. Dataset: Cav3 T-type calcium channel HTS with 100,875 compounds (1) The drug is s1c2c(n(c(c2)C(=O)Nc2ccc(cc2)C(OC)=O)C)cc1. The result is 0 (inactive). (2) The molecule is O=C1N(C2CCN(CC2)C(OCC)=O)Cc2c1c(ccc2)C(O)=O. The result is 0 (inactive). (3) The result is 0 (inactive). The compound is s1c2ncnc(OCC(=O)Nc3cc4OCCOc4cc3)c2cc1. (4) The drug is Brc1cn(nc1C)CCCNC(=O)c1c(OC)cccc1. The result is 0 (inactive). (5) The drug is S(=O)(=O)(Nc1cc(ccc1)C(F)(F)F)c1c(OC)ccc(c1)C(O)=O. The result is 0 (inactive). (6) The result is 1 (active). The compound is S1c2c(N(c3c1cccc3)C(=O)C(n1nc(nn1)c1sccc1)C)cccc2. (7) The compound is O=C1C2=C3C(C4C(C2C)C(=O)N(C4=O)CC(OC)=O)CC(=CC(C3C1(NC(=O)c1ccccc1)C)C(OC)=O)C(OC)=O. The result is 0 (inactive).